This data is from Peptide-MHC class I binding affinity with 185,985 pairs from IEDB/IMGT. The task is: Regression. Given a peptide amino acid sequence and an MHC pseudo amino acid sequence, predict their binding affinity value. This is MHC class I binding data. (1) The peptide sequence is VALRTLLLL. The MHC is H-2-Db with pseudo-sequence H-2-Db. The binding affinity (normalized) is 0.479. (2) The peptide sequence is MFTNRSGSQ. The MHC is HLA-A26:01 with pseudo-sequence HLA-A26:01. The binding affinity (normalized) is 0. (3) The peptide sequence is YYQLCQHLK. The MHC is HLA-A01:01 with pseudo-sequence HLA-A01:01. The binding affinity (normalized) is 0.0847. (4) The peptide sequence is EAYTSSDDQI. The MHC is H-2-Db with pseudo-sequence H-2-Db. The binding affinity (normalized) is 0.204. (5) The peptide sequence is YKSRCYVGL. The MHC is HLA-A29:02 with pseudo-sequence HLA-A29:02. The binding affinity (normalized) is 0.0847. (6) The peptide sequence is DTVDYSAMI. The binding affinity (normalized) is 0. The MHC is H-2-Db with pseudo-sequence H-2-Db.